This data is from Full USPTO retrosynthesis dataset with 1.9M reactions from patents (1976-2016). The task is: Predict the reactants needed to synthesize the given product. (1) Given the product [Br:1][C:2]1[C:3]2[C:4]3[CH2:23][CH2:22][NH:21][CH2:20][CH2:19][C:5]=3[N:6]([CH2:11][C:12]([O:14][CH2:15][CH:16]([CH3:18])[CH3:17])=[O:13])[C:7]=2[CH:8]=[CH:9][CH:10]=1, predict the reactants needed to synthesize it. The reactants are: [Br:1][C:2]1[C:3]2[C:4]3[CH2:23][CH2:22][N:21](C(OC(C)(C)C)=O)[CH2:20][CH2:19][C:5]=3[N:6]([CH2:11][C:12]([O:14][CH2:15][CH:16]([CH3:18])[CH3:17])=[O:13])[C:7]=2[CH:8]=[CH:9][CH:10]=1.FC(F)(F)C(O)=O. (2) Given the product [Cl:27][CH2:26][CH2:25][N:24]([P:8]([N:4]([CH2:3][CH2:2][Cl:1])[CH2:5][CH2:6][Cl:7])([O:10][CH2:11][CH2:12][S:13][CH2:14][C:15]1[CH:20]=[CH:19][C:18]([C:21]([NH:45][CH2:44][C:43]([O:42][CH2:40][CH3:41])=[O:46])=[O:22])=[CH:17][CH:16]=1)=[O:9])[CH2:28][CH2:29][Cl:30], predict the reactants needed to synthesize it. The reactants are: [Cl:1][CH2:2][CH2:3][N:4]([P:8]([N:24]([CH2:28][CH2:29][Cl:30])[CH2:25][CH2:26][Cl:27])([O:10][CH2:11][CH2:12][S:13][CH2:14][C:15]1[CH:20]=[CH:19][C:18]([C:21](O)=[O:22])=[CH:17][CH:16]=1)=[O:9])[CH2:5][CH2:6][Cl:7].C(N(C(C)C)CC)(C)C.[CH2:40]([O:42][C:43](=[O:46])[CH2:44][NH2:45])[CH3:41].CN(C(ON1N=NC2C=CC=CC1=2)=[N+](C)C)C.F[P-](F)(F)(F)(F)F.